The task is: Predict the reactants needed to synthesize the given product.. This data is from Full USPTO retrosynthesis dataset with 1.9M reactions from patents (1976-2016). (1) Given the product [C:8](=[O:9])([O:10][C:11]1[CH:12]=[CH:13][C:14]([N+:17]([O-:19])=[O:18])=[CH:15][CH:16]=1)[O:47][C@H:40]1[C@@H:41]2[CH2:45][O:44][C:43](=[O:46])[C@H:42]2[C@H:30]([C:25]2[CH:24]=[C:23]([O:48][CH3:49])[C:22]([O:21][C:20]([O:50][CH2:51][C:52]3[CH:57]=[CH:56][CH:55]=[CH:54][CH:53]=3)=[O:58])=[C:27]([O:28][CH3:29])[CH:26]=2)[C:31]2[C:39]1=[CH:38][C:34]1[O:35][CH2:36][O:37][C:33]=1[CH:32]=2, predict the reactants needed to synthesize it. The reactants are: N1C=CC=CC=1.Cl[C:8]([O:10][C:11]1[CH:16]=[CH:15][C:14]([N+:17]([O-:19])=[O:18])=[CH:13][CH:12]=1)=[O:9].[C:20](=[O:58])([O:50][CH2:51][C:52]1[CH:57]=[CH:56][CH:55]=[CH:54][CH:53]=1)[O:21][C:22]1[C:27]([O:28][CH3:29])=[CH:26][C:25]([C@H:30]2[C@@H:42]3[C:43](=[O:46])[O:44][CH2:45][C@H:41]3[C@H:40]([OH:47])[C:39]3[C:31]2=[CH:32][C:33]2[O:37][CH2:36][O:35][C:34]=2[CH:38]=3)=[CH:24][C:23]=1[O:48][CH3:49].O. (2) The reactants are: [Br-].[CH3:2][O:3][CH2:4][CH2:5][CH2:6][P+](C1C=CC=CC=1)(C1C=CC=CC=1)C1C=CC=CC=1.C[Si]([N-][Si](C)(C)C)(C)C.[Na+].[Br:36][C:37]1[CH:44]=[C:41]([CH:42]=O)[C:40]([O:45][CH3:46])=[CH:39][CH:38]=1.[Cl-].[NH4+]. Given the product [CH3:46][O:45][C:40]1[CH:39]=[CH:38][C:37]([Br:36])=[CH:44][C:41]=1[CH2:42][CH:6]=[CH:5][CH2:4][O:3][CH3:2], predict the reactants needed to synthesize it. (3) Given the product [Cl:12][CH2:3][C:2]1[C:7]2[CH:8]=[CH:9][CH:10]=[CH:11][C:6]=2[S:4][CH:1]=1, predict the reactants needed to synthesize it. The reactants are: [CH2:1]([S:4]([C:6]1[CH:11]=[CH:10][CH:9]=[CH:8][CH:7]=1)=O)[C:2]#[CH:3].[ClH:12].O1CCOCC1. (4) Given the product [OH:18][C@@H:19]1[CH2:24][O:23][C@@H:22]([CH3:25])[O:21][C@H:20]1[CH2:26][N:27]([CH2:42][C@H:43]1[C@H:48]([OH:49])[CH2:47][O:46][C@@H:45]([CH3:50])[O:44]1)[CH2:28][CH2:29][O:30][C:31]1[CH:32]=[CH:33][C:34]([CH2:37][CH2:38][CH2:39][CH2:40][NH:41][C:14]([NH:13][C:11]([C:4]2[C:3]([NH2:2])=[N:8][C:7]([NH2:9])=[C:6]([Cl:10])[N:5]=2)=[O:12])=[NH:17])=[CH:35][CH:36]=1, predict the reactants needed to synthesize it. The reactants are: I.[NH2:2][C:3]1[C:4]([C:11]([NH:13][C:14](=[NH:17])SC)=[O:12])=[N:5][C:6]([Cl:10])=[C:7]([NH2:9])[N:8]=1.[OH:18][C@@H:19]1[CH2:24][O:23][C@@H:22]([CH3:25])[O:21][C@H:20]1[CH2:26][N:27]([CH2:42][C@H:43]1[C@H:48]([OH:49])[CH2:47][O:46][C@@H:45]([CH3:50])[O:44]1)[CH2:28][CH2:29][O:30][C:31]1[CH:36]=[CH:35][C:34]([CH2:37][CH2:38][CH2:39][CH2:40][NH2:41])=[CH:33][CH:32]=1.C(N(C(C)C)CC)(C)C. (5) Given the product [NH:1]([C:12]1[C:13](=[O:18])[C:14](=[O:15])[C:11]=1[O:10][CH2:8][CH3:9])[C:2]1[CH:7]=[CH:6][CH:5]=[CH:4][CH:3]=1, predict the reactants needed to synthesize it. The reactants are: [NH2:1][C:2]1[CH:7]=[CH:6][CH:5]=[CH:4][CH:3]=1.[CH2:8]([O:10][C:11]1[C:12](=O)[C:13](=[O:18])[C:14]=1[O:15]CC)[CH3:9]. (6) Given the product [F:1][C:2]1[CH:10]=[C:9]([O:11][C:12](=[O:14])[CH3:13])[CH:8]=[CH:7][C:3]=1[C:4]([OH:6])=[O:5], predict the reactants needed to synthesize it. The reactants are: [F:1][C:2]1[CH:10]=[C:9]([OH:11])[CH:8]=[CH:7][C:3]=1[C:4]([OH:6])=[O:5].[C:12](OC(=O)C)(=[O:14])[CH3:13]. (7) Given the product [CH3:11][O:10][C:3]1[CH:4]=[C:5]([O:8][CH3:9])[CH:6]=[CH:7][C:2]=1[B:21]([OH:22])[OH:20], predict the reactants needed to synthesize it. The reactants are: Br[C:2]1[CH:7]=[CH:6][C:5]([O:8][CH3:9])=[CH:4][C:3]=1[O:10][CH3:11].C([Li])CCC.C([O:20][B:21](OC(C)C)[O:22]C(C)C)(C)C.Cl. (8) Given the product [OH:32][C:24]1[CH:23]=[C:22]([C:20](=[O:21])[CH2:19][O:11][C:1]2[C:10]3[C:5](=[CH:6][CH:7]=[CH:8][CH:9]=3)[CH:4]=[CH:3][CH:2]=2)[CH:27]=[C:26]([N+:28]([O-:30])=[O:29])[C:25]=1[OH:31], predict the reactants needed to synthesize it. The reactants are: [C:1]1([OH:11])[C:10]2[C:5](=[CH:6][CH:7]=[CH:8][CH:9]=2)[CH:4]=[CH:3][CH:2]=1.C(=O)([O-])[O-].[K+].[K+].Cl[CH2:19][C:20]([C:22]1[CH:27]=[C:26]([N+:28]([O-:30])=[O:29])[C:25]([OH:31])=[C:24]([OH:32])[CH:23]=1)=[O:21]. (9) Given the product [CH2:2]([P:6](=[O:13])([O:10][CH2:11][CH3:12])[O:7][CH2:8][CH3:9])[CH2:3][CH:4]=[CH2:5], predict the reactants needed to synthesize it. The reactants are: Br[CH2:2][CH2:3][CH:4]=[CH2:5].[P:6]([O:13]CC)([O:10][CH2:11][CH3:12])[O:7][CH2:8][CH3:9]. (10) The reactants are: Cl[C:2]1[N:7]=[C:6]([C:8]2[S:12][C:11]([CH:13]3[CH2:18][CH2:17][O:16][CH2:15][CH2:14]3)=[N:10][C:9]=2[C:19]2[C:20]([F:37])=[C:21]([NH:25][S:26]([C:29]3[CH:34]=[C:33]([F:35])[CH:32]=[CH:31][C:30]=3[F:36])(=[O:28])=[O:27])[CH:22]=[CH:23][CH:24]=2)[CH:5]=[CH:4][N:3]=1.[NH3:38].CO. Given the product [NH2:38][C:2]1[N:7]=[C:6]([C:8]2[S:12][C:11]([CH:13]3[CH2:18][CH2:17][O:16][CH2:15][CH2:14]3)=[N:10][C:9]=2[C:19]2[C:20]([F:37])=[C:21]([NH:25][S:26]([C:29]3[CH:34]=[C:33]([F:35])[CH:32]=[CH:31][C:30]=3[F:36])(=[O:28])=[O:27])[CH:22]=[CH:23][CH:24]=2)[CH:5]=[CH:4][N:3]=1, predict the reactants needed to synthesize it.